The task is: Binary Classification. Given a T-cell receptor sequence (or CDR3 region) and an epitope sequence, predict whether binding occurs between them.. This data is from TCR-epitope binding with 47,182 pairs between 192 epitopes and 23,139 TCRs. (1) The epitope is RISNCVADY. The TCR CDR3 sequence is CASSRGSSYEQYF. Result: 0 (the TCR does not bind to the epitope). (2) The epitope is SLFNTVATLY. The TCR CDR3 sequence is CASSSRTGENSEAFF. Result: 0 (the TCR does not bind to the epitope).